From a dataset of Experimentally validated miRNA-target interactions with 360,000+ pairs, plus equal number of negative samples. Binary Classification. Given a miRNA mature sequence and a target amino acid sequence, predict their likelihood of interaction. The miRNA is hsa-miR-4647 with sequence GAAGAUGGUGCUGUGCUGAGGAA. The protein sequence of the target gene is MLRQVLHRGLRTCFSRLGHFIASHPVFFASAPVLISILLGASFSRYQVEESVEHLLAPQHSLAKIERNLVNSLFPVNRSKHRLYSDLQTPGRYGRVIVTSYQKANMLDQHHTDLILKLHTAVTKIQVPRPGFNYTFAHICVLNNDKTCIVDDIVHVLEELKNARATNRTNFAITYPITHLKDGRAVYNGHQLGGVTVHSKDRVKSAEAIQLTYYLQSINSLNDMVAERWESSFCDTVKLFQKSNSKVKIYPYTSSSLREDFQKTSRVSERYLVTSLILVVTMAILCCSMQDCVRSKPWLG.... Result: 0 (no interaction).